This data is from Reaction yield outcomes from USPTO patents with 853,638 reactions. The task is: Predict the reaction yield, written as a fraction of the theoretical maximum amount of product (1.0 means a 100% yield; for example, 0.34 means a 34% yield). (1) The reactants are S(=O)(=O)(O)O.[CH3:6][C:7]1(O)[CH:12]2[CH2:13][CH2:14][N:9]([CH2:10][CH2:11]2)[CH2:8]1.[OH-:16].[Na+].[C:18](#[N:20])[CH3:19]. No catalyst specified. The product is [CH3:6][C:7]1([NH:20][C:18](=[O:16])[CH3:19])[CH:12]2[CH2:13][CH2:14][N:9]([CH2:10][CH2:11]2)[CH2:8]1. The yield is 0.820. (2) The reactants are [CH3:1][O:2][CH2:3][CH2:4][C:5]1[C:9]([C:10]([O:12][CH2:13][CH3:14])=[O:11])=[C:8]([CH3:15])[NH:7][C:6]=1[C:16]([O:18][CH2:19][CH3:20])=[O:17].[C:21]1(B(O)O)[CH:26]=[CH:25][CH:24]=[CH:23][CH:22]=1.N1C=CC=CC=1. The yield is 0.400. The catalyst is C([O-])(=O)C.[Cu+2].C([O-])(=O)C.ClCCl. The product is [CH3:1][O:2][CH2:3][CH2:4][C:5]1[C:9]([C:10]([O:12][CH2:13][CH3:14])=[O:11])=[C:8]([CH3:15])[N:7]([C:21]2[CH:26]=[CH:25][CH:24]=[CH:23][CH:22]=2)[C:6]=1[C:16]([O:18][CH2:19][CH3:20])=[O:17]. (3) The reactants are [CH3:1][CH:2]([CH3:16])[C:3]([C:5]1[NH:6][C:7]2[C:12]([CH:13]=1)=[CH:11][CH:10]=[C:9]([S:14][CH3:15])[CH:8]=2)=[O:4].[C:17]([O:21][C:22](=[O:27])[NH:23][CH2:24][CH2:25]Br)([CH3:20])([CH3:19])[CH3:18]. The yield is 0.207. The catalyst is [N+](CCCC)(CCCC)(CCCC)CCCC.[Br-].[OH-].[Na+].O. The product is [C:17]([O:21][C:22](=[O:27])[NH:23][CH2:24][CH2:25][N:6]1[C:7]2[C:12](=[CH:11][CH:10]=[C:9]([S:14][CH3:15])[CH:8]=2)[CH:13]=[C:5]1[C:3](=[O:4])[CH:2]([CH3:16])[CH3:1])([CH3:20])([CH3:19])[CH3:18]. (4) The reactants are [OH:1][C:2]1[CH:9]=[C:8]([O:10][CH2:11][O:12][CH3:13])[CH:7]=[CH:6][C:3]=1[CH:4]=[O:5].[H-].[Na+].Cl[C:17]1[C:22]([Cl:23])=[CH:21][C:20]([Cl:24])=[CH:19][N:18]=1.O. The catalyst is CN(C)C=O. The product is [Cl:23][C:22]1[C:17]([O:1][C:2]2[CH:9]=[C:8]([O:10][CH2:11][O:12][CH3:13])[CH:7]=[CH:6][C:3]=2[CH:4]=[O:5])=[N:18][CH:19]=[C:20]([Cl:24])[CH:21]=1. The yield is 0.420. (5) The reactants are [F:1][C:2]1[CH:7]=[CH:6][CH:5]=[C:4]([F:8])[C:3]=1[N:9]1[C:14]2[N:15]=[C:16](S(C)=O)[N:17]=[C:18]([C:19]3[CH:20]=[C:21]([CH:33]=[CH:34][C:35]=3[CH3:36])[C:22]([NH:24][CH2:25][CH2:26][C:27]3[CH:32]=[CH:31][CH:30]=[CH:29][CH:28]=3)=[O:23])[C:13]=2[CH:12]=[CH:11][C:10]1=[O:40].[NH2:41][CH2:42][CH2:43][N:44]([CH3:52])[C:45](=[O:51])[O:46][C:47]([CH3:50])([CH3:49])[CH3:48].C(N(CC)CC)C. The catalyst is ClCCl. The yield is 0.790. The product is [F:1][C:2]1[CH:7]=[CH:6][CH:5]=[C:4]([F:8])[C:3]=1[N:9]1[C:14]2[N:15]=[C:16]([NH:41][CH2:42][CH2:43][N:44]([CH3:52])[C:45](=[O:51])[O:46][C:47]([CH3:48])([CH3:49])[CH3:50])[N:17]=[C:18]([C:19]3[CH:20]=[C:21]([C:22]([NH:24][CH2:25][CH2:26][C:27]4[CH:32]=[CH:31][CH:30]=[CH:29][CH:28]=4)=[O:23])[CH:33]=[CH:34][C:35]=3[CH3:36])[C:13]=2[CH:12]=[CH:11][C:10]1=[O:40]. (6) The reactants are [C:1]([C:4]1[CH:36]=[CH:35][C:7]2[N:8]([C:13]3[CH:18]=[CH:17][C:16]([CH2:19][CH2:20][NH:21][C:22]([NH:24][S:25]([C:28]4[CH:33]=[CH:32][C:31]([CH3:34])=[CH:30][CH:29]=4)(=[O:27])=[O:26])=[O:23])=[CH:15][CH:14]=3)[C:9]([CH2:11][CH3:12])=[N:10][C:6]=2[CH:5]=1)(=[O:3])[CH3:2].[CH3:37][Mg]I.O. The catalyst is O1CCCC1. The product is [CH2:11]([C:9]1[N:8]([C:13]2[CH:14]=[CH:15][C:16]([CH2:19][CH2:20][NH:21][C:22]([NH:24][S:25]([C:28]3[CH:33]=[CH:32][C:31]([CH3:34])=[CH:30][CH:29]=3)(=[O:26])=[O:27])=[O:23])=[CH:17][CH:18]=2)[C:7]2[CH:35]=[CH:36][C:4]([C:1]([OH:3])([CH3:37])[CH3:2])=[CH:5][C:6]=2[N:10]=1)[CH3:12]. The yield is 0.970.